Predict which catalyst facilitates the given reaction. From a dataset of Catalyst prediction with 721,799 reactions and 888 catalyst types from USPTO. Reactant: [Cl:1][C:2]1[CH:3]=[CH:4][C:5]([O:23][CH3:24])=[C:6]([CH:22]=1)[C:7]([NH:9][CH2:10][CH2:11][CH:12]1[CH2:17][CH2:16][N:15]([S:18]([NH2:21])(=[O:20])=[O:19])[CH2:14][CH2:13]1)=[O:8].C(=O)([O-])[O-].[Cs+].[Cs+].[CH:31]([N:34]=[C:35]=[S:36])([CH3:33])[CH3:32]. Product: [Cl:1][C:2]1[CH:3]=[CH:4][C:5]([O:23][CH3:24])=[C:6]([CH:22]=1)[C:7]([NH:9][CH2:10][CH2:11][CH:12]1[CH2:17][CH2:16][N:15]([S:18]([NH:21][C:35]([NH:34][CH:31]([CH3:33])[CH3:32])=[S:36])(=[O:20])=[O:19])[CH2:14][CH2:13]1)=[O:8]. The catalyst class is: 60.